Dataset: Reaction yield outcomes from USPTO patents with 853,638 reactions. Task: Predict the reaction yield, written as a fraction of the theoretical maximum amount of product (1.0 means a 100% yield; for example, 0.34 means a 34% yield). (1) The reactants are [NH2:1][C@@H:2]1[C:11]2[C:6](=[CH:7][CH:8]=[CH:9][CH:10]=2)[C@H:5]([OH:12])[CH2:4][CH2:3]1.[H-].[Na+].F[C:16]1[CH:17]=[CH:18][C:19]2[N:20]([C:22]([N:25]3[CH2:29][CH2:28][C@H:27]([CH2:30][O:31][Si:32]([CH:39]([CH3:41])[CH3:40])([CH:36]([CH3:38])[CH3:37])[CH:33]([CH3:35])[CH3:34])[CH2:26]3)=[N:23][N:24]=2)[CH:21]=1.O. The catalyst is CN(C=O)C. The product is [CH:39]([Si:32]([CH:33]([CH3:35])[CH3:34])([CH:36]([CH3:38])[CH3:37])[O:31][CH2:30][C@H:27]1[CH2:28][CH2:29][N:25]([C:22]2[N:20]3[CH:21]=[C:16]([O:12][C@H:5]4[C:6]5[C:11](=[CH:10][CH:9]=[CH:8][CH:7]=5)[C@@H:2]([NH2:1])[CH2:3][CH2:4]4)[CH:17]=[CH:18][C:19]3=[N:24][N:23]=2)[CH2:26]1)([CH3:40])[CH3:41]. The yield is 0.370. (2) The reactants are Br[C:2]1[N:6]2[N:7]=[C:8]([Cl:11])[CH:9]=[CH:10][C:5]2=[N:4][CH:3]=1.O1CCOCC1.[F:18][C:19]1[CH:20]=[C:21](B(O)O)[CH:22]=[CH:23][CH:24]=1.C([O-])([O-])=O.[K+].[K+]. The catalyst is C1C=CC(P(C2C=CC=CC=2)[C-]2C=CC=C2)=CC=1.C1C=CC(P(C2C=CC=CC=2)[C-]2C=CC=C2)=CC=1.Cl[Pd]Cl.[Fe+2].CC(=O)OCC.O. The product is [Cl:11][C:8]1[CH:9]=[CH:10][C:5]2[N:6]([C:2]([C:23]3[CH:22]=[CH:21][CH:20]=[C:19]([F:18])[CH:24]=3)=[CH:3][N:4]=2)[N:7]=1. The yield is 0.560. (3) The reactants are [CH3:1][O:2][CH2:3][CH2:4][CH2:5][OH:6].[N+:7]([C:10]1[CH:17]=[CH:16][CH:15]=[C:14]([N+]([O-])=O)[C:11]=1[C:12]#[N:13])([O-:9])=[O:8]. No catalyst specified. The product is [CH3:1][O:2][CH2:3][CH2:4][CH2:5][O:6][C:14]1[CH:15]=[CH:16][CH:17]=[C:10]([N+:7]([O-:9])=[O:8])[C:11]=1[C:12]#[N:13]. The yield is 0.636. (4) The reactants are [Br:1]N1C(=O)CCC1=O.[CH2:9]([C:11]1[CH:12]=[C:13]([O:17][CH2:18][C:19]2[CH:24]=[CH:23][CH:22]=[CH:21][CH:20]=2)[CH:14]=[CH:15][CH:16]=1)[CH3:10]. The catalyst is C(#N)C. The product is [Br:1][C:16]1[CH:15]=[CH:14][C:13]([O:17][CH2:18][C:19]2[CH:24]=[CH:23][CH:22]=[CH:21][CH:20]=2)=[CH:12][C:11]=1[CH2:9][CH3:10]. The yield is 0.980. (5) The reactants are [CH3:1][O:2][C:3]1[CH:8]=[CH:7][C:6]([C:9]#[C:10][C:11]2[CH:12]=[N:13][CH:14]=[CH:15][C:16]=2[CH:17]=[N:18][OH:19])=[CH:5][CH:4]=1.C(=O)([O-])[O-].[K+].[K+].O. The catalyst is C(O)C. The product is [CH3:1][O:2][C:3]1[CH:8]=[CH:7][C:6]([C:9]2[N+:18]([O-:19])=[CH:17][C:16]3[C:11]([CH:10]=2)=[CH:12][N:13]=[CH:14][CH:15]=3)=[CH:5][CH:4]=1. The yield is 0.750. (6) The reactants are [CH:1]1([CH2:6][C:7]([NH:9][C:10]2[C:15]([CH3:16])=[CH:14][C:13]([N+:17]([O-])=O)=[CH:12][C:11]=2[CH3:20])=[O:8])[CH2:5][CH2:4][CH2:3][CH2:2]1.C(=O)([O-])[O-].[Na+].[Na+]. The catalyst is O1CCCC1.C(O)(=O)C.[Zn]. The product is [NH2:17][C:13]1[CH:12]=[C:11]([CH3:20])[C:10]([NH:9][C:7](=[O:8])[CH2:6][CH:1]2[CH2:5][CH2:4][CH2:3][CH2:2]2)=[C:15]([CH3:16])[CH:14]=1. The yield is 0.890.